This data is from Forward reaction prediction with 1.9M reactions from USPTO patents (1976-2016). The task is: Predict the product of the given reaction. (1) The product is: [C:23]1([CH3:26])[CH:22]=[CH:21][C:20]([S:17]([O-:19])(=[O:16])=[O:18])=[CH:25][CH:24]=1.[CH3:15][N+:7]1[C:6]2[CH:8]=[CH:9][CH:10]=[CH:11][C:5]=2[S:4][C:3]=1[S:2][CH3:1]. Given the reactants [CH3:1][S:2][C:3]1[S:4][C:5]2[CH:11]=[C:10]([N+]([O-])=O)[CH:9]=[CH:8][C:6]=2[N:7]=1.[CH3:15][O:16][S:17]([C:20]1[CH:25]=[CH:24][C:23]([CH3:26])=[CH:22][CH:21]=1)(=[O:19])=[O:18], predict the reaction product. (2) Given the reactants [C:1]([C:5]1[CH:10]=[CH:9][C:8]([S:11]([N:14]([CH2:24][C:25]([OH:27])=O)[C:15]2[CH:20]=[CH:19][CH:18]=[C:17]([N:21]([CH3:23])[CH3:22])[CH:16]=2)(=[O:13])=[O:12])=[CH:7][CH:6]=1)([CH3:4])([CH3:3])[CH3:2].[CH2:28]([NH:30][CH2:31][C:32]1[CH:37]=[CH:36][CH:35]=[C:34]([CH3:38])[N:33]=1)[CH3:29], predict the reaction product. The product is: [C:1]([C:5]1[CH:10]=[CH:9][C:8]([S:11]([N:14]([C:15]2[CH:20]=[CH:19][CH:18]=[C:17]([N:21]([CH3:22])[CH3:23])[CH:16]=2)[CH2:24][C:25]([N:30]([CH2:28][CH3:29])[CH2:31][C:32]2[CH:37]=[CH:36][CH:35]=[C:34]([CH3:38])[N:33]=2)=[O:27])(=[O:12])=[O:13])=[CH:7][CH:6]=1)([CH3:3])([CH3:2])[CH3:4]. (3) Given the reactants [F:1][C:2]([F:50])([F:49])[C:3]1[CH:4]=[C:5]([C@H:13]2[O:17][C:16](=[O:18])[N:15]([CH2:19][C:20]3[CH:25]=[C:24]([C:26]([F:29])([F:28])[F:27])[CH:23]=[CH:22][C:21]=3[C:30]3[CH:31]=[C:32]([C:38]4[CH:43]=[CH:42][C:41]([C:44]([OH:46])=[O:45])=[CH:40][C:39]=4[CH3:47])[CH:33]=[CH:34][C:35]=3[O:36][CH3:37])[C@H:14]2[CH3:48])[CH:6]=[C:7]([C:9]([F:12])([F:11])[F:10])[CH:8]=1.O[CH2:52][C:53]([O:55][CH3:56])=[O:54].Cl.CN(C)CCCN=C=NCC.C(N(CC)CC)C, predict the reaction product. The product is: [F:12][C:9]([F:11])([F:10])[C:7]1[CH:6]=[C:5]([C@H:13]2[O:17][C:16](=[O:18])[N:15]([CH2:19][C:20]3[CH:25]=[C:24]([C:26]([F:29])([F:28])[F:27])[CH:23]=[CH:22][C:21]=3[C:30]3[CH:31]=[C:32]([C:38]4[CH:43]=[CH:42][C:41]([C:44]([O:46][CH2:52][C:53]([O:55][CH3:56])=[O:54])=[O:45])=[CH:40][C:39]=4[CH3:47])[CH:33]=[CH:34][C:35]=3[O:36][CH3:37])[C@H:14]2[CH3:48])[CH:4]=[C:3]([C:2]([F:1])([F:49])[F:50])[CH:8]=1. (4) Given the reactants ClC(Cl)(Cl)C([O:6][C:7]([N:9]1[CH:14]2[C:15]([C:36](O)=[O:37])=[C:16]([C:18]3[CH:23]=[CH:22][C:21]([O:24][CH2:25][CH2:26][O:27][C:28]4[CH:33]=[C:32]([F:34])[CH:31]=[CH:30][C:29]=4[Cl:35])=[CH:20][CH:19]=3)[CH2:17][CH:10]1[CH2:11][N:12]([C:39](=[O:41])[CH3:40])[CH2:13]2)=[O:8])(C)C.[CH:44]1([NH:47][CH2:48][C:49]2[CH:54]=[C:53]([O:55][CH3:56])[CH:52]=[C:51]([O:57][CH3:58])[CH:50]=2)[CH2:46][CH2:45]1, predict the reaction product. The product is: [CH:7]([OH:8])=[O:6].[CH:44]1([N:47]([CH2:48][C:49]2[CH:50]=[C:51]([O:57][CH3:58])[CH:52]=[C:53]([O:55][CH3:56])[CH:54]=2)[C:36]([C:15]2[CH:14]3[NH:9][CH:10]([CH2:17][C:16]=2[C:18]2[CH:23]=[CH:22][C:21]([O:24][CH2:25][CH2:26][O:27][C:28]4[CH:33]=[C:32]([F:34])[CH:31]=[CH:30][C:29]=4[Cl:35])=[CH:20][CH:19]=2)[CH2:11][N:12]([C:39](=[O:41])[CH3:40])[CH2:13]3)=[O:37])[CH2:45][CH2:46]1. (5) Given the reactants [Cl:1][C:2]1[CH:10]=[C:9]2[C:5]([C:6]([CH:11]=[O:12])=[N:7][NH:8]2)=[CH:4][CH:3]=1.C([O-])([O-])=O.[Cs+].[Cs+].[F:19][C:20]1[CH:27]=[CH:26][C:23]([CH2:24]Br)=[CH:22][CH:21]=1.CN(C=O)C, predict the reaction product. The product is: [Cl:1][C:2]1[CH:10]=[C:9]2[C:5]([C:6]([CH:11]=[O:12])=[N:7][N:8]2[CH2:24][C:23]2[CH:26]=[CH:27][C:20]([F:19])=[CH:21][CH:22]=2)=[CH:4][CH:3]=1. (6) Given the reactants [Cl:1][C:2]1[S:6][C:5]([C:7]([OH:9])=O)=[CH:4][CH:3]=1.F[P-](F)(F)(F)(F)F.N1(O[P+](N(C)C)(N(C)C)N(C)C)C2C=CC=CC=2N=N1.[NH2:37][CH2:38][C:39]1[N:40]=[CH:41][N:42]([C:44]2[CH:53]=[CH:52][C:51]([N:54]3[CH:59]=[CH:58][CH:57]=[CH:56][C:55]3=[O:60])=[CH:50][C:45]=2[C:46]([O:48][CH3:49])=[O:47])[CH:43]=1, predict the reaction product. The product is: [Cl:1][C:2]1[S:6][C:5]([C:7]([NH:37][CH2:38][C:39]2[N:40]=[CH:41][N:42]([C:44]3[CH:53]=[CH:52][C:51]([N:54]4[CH:59]=[CH:58][CH:57]=[CH:56][C:55]4=[O:60])=[CH:50][C:45]=3[C:46]([O:48][CH3:49])=[O:47])[CH:43]=2)=[O:9])=[CH:4][CH:3]=1. (7) Given the reactants [NH:1]1[CH2:6][CH2:5][CH:4]([NH:7][C:8]2[CH:13]=[C:12]([C:14]([NH2:16])=[O:15])[CH:11]=[CH:10][C:9]=2[C:17]([NH2:19])=[O:18])[CH2:3][CH2:2]1.[CH:20](=O)[CH3:21].C([BH3-])#N.[Na+].C(O)(=O)C, predict the reaction product. The product is: [CH2:20]([N:1]1[CH2:6][CH2:5][CH:4]([NH:7][C:8]2[CH:13]=[C:12]([C:14]([NH2:16])=[O:15])[CH:11]=[CH:10][C:9]=2[C:17]([NH2:19])=[O:18])[CH2:3][CH2:2]1)[CH3:21].